Dataset: Reaction yield outcomes from USPTO patents with 853,638 reactions. Task: Predict the reaction yield, written as a fraction of the theoretical maximum amount of product (1.0 means a 100% yield; for example, 0.34 means a 34% yield). (1) The reactants are [Si]([O:8][C@@H:9]1[C@@:44]2([CH3:45])[C:13](=[CH:14][CH:15]=[C:16]3[C@@H:43]2[CH2:42][CH2:41][C@@:40]2([CH3:46])[C@H:17]3[CH2:18][CH:19]=[C:20]2[C@H:21]([O:23][CH2:24][C:25]#[C:26][C:27]([CH2:38][CH3:39])([O:30][Si](CC)(CC)CC)[CH2:28][CH3:29])[CH3:22])[CH2:12][C@@H:11]([O:47][Si](C(C)(C)C)(C)C)[CH2:10]1)(C(C)(C)C)(C)C.[F-].C([N+](CCCC)(CCCC)CCCC)CCC. The catalyst is O1CCCC1. The product is [OH:8][C@@H:9]1[C@@:44]2([CH3:45])[C:13](=[CH:14][CH:15]=[C:16]3[C@@H:43]2[CH2:42][CH2:41][C@@:40]2([CH3:46])[C@H:17]3[CH2:18][CH:19]=[C:20]2[C@H:21]([O:23][CH2:24][C:25]#[C:26][C:27]([CH2:38][CH3:39])([OH:30])[CH2:28][CH3:29])[CH3:22])[CH2:12][C@@H:11]([OH:47])[CH2:10]1. The yield is 1.00. (2) The reactants are C[Si](C)(C)CC[O:5][C:6](=[O:29])[CH2:7][C:8]1[C:16]2[C:11](=[CH:12][C:13]([F:19])=[C:14]([O:17][CH3:18])[CH:15]=2)[N:10]([C:20]([C:22]2[S:23][C:24]([Cl:27])=[CH:25][CH:26]=2)=[O:21])[C:9]=1[CH3:28].ClC1SC=CC=1.[F-].C([N+](CCCC)(CCCC)CCCC)CCC. The catalyst is C1COCC1.[Cl-].[NH4+]. The product is [Cl:27][C:24]1[S:23][C:22]([C:20]([N:10]2[C:11]3[C:16](=[CH:15][C:14]([O:17][CH3:18])=[C:13]([F:19])[CH:12]=3)[C:8]([CH2:7][C:6]([OH:29])=[O:5])=[C:9]2[CH3:28])=[O:21])=[CH:26][CH:25]=1. The yield is 0.590.